The task is: Predict the reaction yield, written as a fraction of the theoretical maximum amount of product (1.0 means a 100% yield; for example, 0.34 means a 34% yield).. This data is from Reaction yield outcomes from USPTO patents with 853,638 reactions. (1) The reactants are [Cl:1][C:2]1[CH:3]=[C:4]([C:9]2[CH:13]=[CH:12][N:11]([CH2:14][CH:15]3[CH2:17][O:16]3)[N:10]=2)[CH:5]=[CH:6][C:7]=1[Cl:8].[CH3:18][C:19]1[CH:24]=[CH:23][CH:22]=[CH:21][C:20]=1[N:25]1[CH2:30][CH2:29][NH:28][CH2:27][CH2:26]1. The catalyst is CCO. The product is [Cl:1][C:2]1[CH:3]=[C:4]([C:9]2[CH:13]=[CH:12][N:11]([CH2:14][CH:15]([OH:16])[CH2:17][N:28]3[CH2:29][CH2:30][N:25]([C:20]4[CH:21]=[CH:22][CH:23]=[CH:24][C:19]=4[CH3:18])[CH2:26][CH2:27]3)[N:10]=2)[CH:5]=[CH:6][C:7]=1[Cl:8]. The yield is 0.700. (2) The reactants are [NH2:1][C:2]1[CH:3]=[N:4][N:5]([CH3:21])[C:6]=1[N:7]1[CH2:12][CH:11]2[CH:9]([CH:10]2[NH:13]C(=O)OC(C)(C)C)[CH2:8]1.[NH2:22][C:23]1[C:24]([C:30]([OH:32])=O)=[N:25][C:26](Br)=[CH:27][CH:28]=1.[F:33][C:34]1[CH:39]=[CH:38][CH:37]=[CH:36][C:35]=1B(O)O. No catalyst specified. The product is [NH2:22][C:23]1[C:24]([C:30]([NH:1][C:2]2[CH:3]=[N:4][N:5]([CH3:21])[C:6]=2[N:7]2[CH2:8][CH:9]3[CH:11]([CH:10]3[NH2:13])[CH2:12]2)=[O:32])=[N:25][C:26]([C:35]2[CH:36]=[CH:37][CH:38]=[CH:39][C:34]=2[F:33])=[CH:27][CH:28]=1. The yield is 0.350. (3) The reactants are C1(P(C2C=CC=CC=2)C2C=CC=CC=2)C=CC=CC=1.[Br:20]Br.[OH:22][C:23]1[CH:32]=[CH:31][C:30]2[C:25](=[CH:26][C:27](O)=[CH:28][CH:29]=2)[CH:24]=1. The catalyst is C(#N)C.C(Cl)Cl. The product is [Br:20][C:27]1[CH:26]=[C:25]2[C:30]([CH:31]=[CH:32][C:23]([OH:22])=[CH:24]2)=[CH:29][CH:28]=1. The yield is 0.640.